Dataset: hERG Central: cardiac toxicity at 1µM, 10µM, and general inhibition. Task: Predict hERG channel inhibition at various concentrations. (1) The compound is CCCCCC(=O)Nc1ccc(N2CCN(CC)CC2)c(Cl)c1. Results: hERG_inhib (hERG inhibition (general)): blocker. (2) The drug is O=C(CSc1nnc(C2CC2)n1CC1CCCO1)Nc1cccc(Cl)c1. Results: hERG_inhib (hERG inhibition (general)): blocker. (3) Results: hERG_inhib (hERG inhibition (general)): blocker. The drug is CSc1ccc(CN2CCC(n3nccc3NC(=O)c3ccccc3C)CC2)cc1. (4) The compound is O=C(CSc1nnc(-c2ccc(Cl)cc2)n1Cc1ccco1)NCc1ccc2c(c1)OCO2. Results: hERG_inhib (hERG inhibition (general)): blocker. (5) The molecule is O=[N+]([O-])c1ccc(N2CCN(S(=O)(=O)c3cnc[nH]3)CC2)cc1. Results: hERG_inhib (hERG inhibition (general)): blocker. (6) The compound is CCOc1cc(-c2sc(Nc3ccc(CC)cc3)n[n+]2-c2ccccc2)ccc1OC.[Cl-]. Results: hERG_inhib (hERG inhibition (general)): blocker.